Dataset: Peptide-MHC class I binding affinity with 185,985 pairs from IEDB/IMGT. Task: Regression. Given a peptide amino acid sequence and an MHC pseudo amino acid sequence, predict their binding affinity value. This is MHC class I binding data. (1) The peptide sequence is HPDIVIYQY. The MHC is HLA-A26:01 with pseudo-sequence HLA-A26:01. The binding affinity (normalized) is 0. (2) The peptide sequence is RRKAKIIKDY. The MHC is Mamu-B17 with pseudo-sequence Mamu-B17. The binding affinity (normalized) is 0. (3) The binding affinity (normalized) is 0.813. The peptide sequence is KRNYVPCHIR. The MHC is HLA-B27:05 with pseudo-sequence HLA-B27:05. (4) The peptide sequence is KNAGYLVGR. The MHC is HLA-A02:02 with pseudo-sequence HLA-A02:02. The binding affinity (normalized) is 0.00839.